From a dataset of Reaction yield outcomes from USPTO patents with 853,638 reactions. Predict the reaction yield, written as a fraction of the theoretical maximum amount of product (1.0 means a 100% yield; for example, 0.34 means a 34% yield). The reactants are O[C@H:2]1[CH2:6][N:5]([C:7]([O:9][C:10]([CH3:13])([CH3:12])[CH3:11])=[O:8])[C@H:4]([C:14]2[NH:15][C:16]([C:19]3[CH:24]=[CH:23][C:22]([B:25]4[O:29]C(C)(C)C(C)(C)[O:26]4)=[CH:21][CH:20]=3)=[CH:17][N:18]=2)[CH2:3]1.COCCN(S(F)(F)[F:44])CCOC.C(=O)(O)[O-].[Na+]. The catalyst is C(Cl)Cl. The product is [C:10]([O:9][C:7]([N:5]1[CH2:6][C@@H:2]([F:44])[CH2:3][C@H:4]1[C:14]1[NH:15][C:16]([C:19]2[CH:24]=[CH:23][C:22]([B:25]([OH:29])[OH:26])=[CH:21][CH:20]=2)=[CH:17][N:18]=1)=[O:8])([CH3:13])([CH3:12])[CH3:11]. The yield is 0.370.